This data is from Reaction yield outcomes from USPTO patents with 853,638 reactions. The task is: Predict the reaction yield, written as a fraction of the theoretical maximum amount of product (1.0 means a 100% yield; for example, 0.34 means a 34% yield). (1) The product is [CH3:22][C@H:20]1[N:21]([CH3:1])[C@@H:16]([CH3:15])[CH2:17][N:18]([C:23]2[CH:33]=[CH:32][C:26]([C:27]([O:29][CH2:30][CH3:31])=[O:28])=[CH:25][CH:24]=2)[CH2:19]1. The catalyst is CO. The yield is 0.709. The reactants are [C:1](O[BH-](OC(=O)C)OC(=O)C)(=O)C.[Na+].[CH3:15][C@H:16]1[NH:21][C@@H:20]([CH3:22])[CH2:19][N:18]([C:23]2[CH:33]=[CH:32][C:26]([C:27]([O:29][CH2:30][CH3:31])=[O:28])=[CH:25][CH:24]=2)[CH2:17]1.C(O)(=O)C. (2) The reactants are [Br:1][C:2]1[C:11]([CH3:12])=[C:10]2[C:5]([CH:6]=[CH:7][C:8](=[O:13])[NH:9]2)=[CH:4][CH:3]=1.[CH3:14]C(C)([O-])C.[K+].CI.O. The catalyst is CS(C)=O. The product is [Br:1][C:2]1[C:11]([CH3:12])=[C:10]2[C:5]([CH:6]=[CH:7][C:8]([O:13][CH3:14])=[N:9]2)=[CH:4][CH:3]=1. The yield is 0.730. (3) The reactants are [N:1]1([OH:6])[CH:5]=[CH:4][CH:3]=[N:2]1.CCN(C(C)C)C(C)C.[CH:16]1[CH:21]=[CH:20][C:19]([CH2:22]Br)=[CH:18][CH:17]=1. The yield is 0.560. The catalyst is C(Cl)Cl. The product is [CH2:22]([O:6][N:1]1[CH:5]=[CH:4][CH:3]=[N:2]1)[C:19]1[CH:20]=[CH:21][CH:16]=[CH:17][CH:18]=1. (4) The reactants are [CH:1]1([C:4](=[O:9])[CH2:5][CH2:6][CH2:7][OH:8])[CH2:3][CH2:2]1.[Cr](Cl)([O-])(=O)=O.[NH+]1C=CC=CC=1.C(OCC)C. The catalyst is ClCCl. The product is [CH:1]1([C:4](=[O:9])[CH2:5][CH2:6][CH:7]=[O:8])[CH2:3][CH2:2]1. The yield is 0.780. (5) The reactants are Cl[C:2]1[CH:3]=[CH:4][C:5]2[N:6]=[CH:7][N:8]=[C:9]([O:12][C:13]3[CH:14]=[N:15][CH:16]=[CH:17][CH:18]=3)[C:10]=2[N:11]=1.CC1(C)C(C)(C)OB([C:27]2[CH:28]=[C:29]([NH:33][S:34]([C:37]3[CH:42]=[CH:41][CH:40]=[CH:39][CH:38]=3)(=[O:36])=[O:35])[CH:30]=[N:31][CH:32]=2)O1.C(=O)(O)[O-].[Na+]. The catalyst is O1CCOCC1. The product is [N:15]1[CH:16]=[CH:17][CH:18]=[C:13]([O:12][C:9]2[C:10]3[N:11]=[C:2]([C:27]4[CH:28]=[C:29]([NH:33][S:34]([C:37]5[CH:38]=[CH:39][CH:40]=[CH:41][CH:42]=5)(=[O:35])=[O:36])[CH:30]=[N:31][CH:32]=4)[CH:3]=[CH:4][C:5]=3[N:6]=[CH:7][N:8]=2)[CH:14]=1. The yield is 0.130. (6) The reactants are [C:1]([O:5][C:6]([N:8]1[CH2:13][CH2:12][C:11](=O)[CH2:10][CH2:9]1)=[O:7])([CH3:4])([CH3:3])[CH3:2].[CH3:15][C:16]1[C:22]([CH3:23])=[CH:21][CH:20]=[CH:19][C:17]=1[NH2:18].C(O)(=O)C.C(O[BH-](OC(=O)C)OC(=O)C)(=O)C.[Na+].C(=O)(O)[O-].[Na+]. The catalyst is ClCCCl. The product is [C:1]([O:5][C:6]([N:8]1[CH2:13][CH2:12][CH:11]([NH:18][C:17]2[CH:19]=[CH:20][CH:21]=[C:22]([CH3:23])[C:16]=2[CH3:15])[CH2:10][CH2:9]1)=[O:7])([CH3:4])([CH3:3])[CH3:2]. The yield is 0.980. (7) The reactants are C1COCC1.C[O:7][C:8](=[O:31])[C:9]1[CH:14]=[CH:13][C:12]([C:15](=[C:23]2[CH2:28][CH2:27][C:26]([CH3:30])([CH3:29])[CH2:25][CH2:24]2)[C:16]2[CH:21]=[CH:20][C:19]([OH:22])=[CH:18][CH:17]=2)=[CH:11][CH:10]=1.[OH-].[Na+]. The catalyst is C(O)C. The product is [CH3:29][C:26]1([CH3:30])[CH2:25][CH2:24][C:23](=[C:15]([C:16]2[CH:21]=[CH:20][C:19]([OH:22])=[CH:18][CH:17]=2)[C:12]2[CH:13]=[CH:14][C:9]([C:8]([OH:31])=[O:7])=[CH:10][CH:11]=2)[CH2:28][CH2:27]1. The yield is 0.850.